From a dataset of Catalyst prediction with 721,799 reactions and 888 catalyst types from USPTO. Predict which catalyst facilitates the given reaction. (1) Reactant: O[NH:2][C:3]([C:5]1[CH:29]=[CH:28][C:8]([O:9][CH:10]([C:15]2[CH:20]=[CH:19][C:18]([O:21][CH:22]([CH3:24])[CH3:23])=[C:17]([O:25][CH2:26][CH3:27])[CH:16]=2)[C:11]([O:13][CH3:14])=[O:12])=[CH:7][CH:6]=1)=[NH:4].C(OC(=O)C)(=O)C.[H][H]. Product: [C:11]([OH:13])(=[O:12])[CH3:10].[C:3]([C:5]1[CH:6]=[CH:7][C:8]([O:9][CH:10]([C:15]2[CH:20]=[CH:19][C:18]([O:21][CH:22]([CH3:23])[CH3:24])=[C:17]([O:25][CH2:26][CH3:27])[CH:16]=2)[C:11]([O:13][CH3:14])=[O:12])=[CH:28][CH:29]=1)(=[NH:2])[NH2:4]. The catalyst class is: 285. (2) Reactant: [Cl:1][C:2]1[CH:7]=[CH:6][C:5]([CH3:8])=[C:4]([I:9])[CH:3]=1.BrN1C(=[O:16])CCC1=O.[C:18]([O:26][O:26][C:18](=[O:25])[C:19]1C=CC=CC=1)(=[O:25])[C:19]1C=CC=CC=1.[H-].[Na+].CN([CH:41]=[O:42])C. Product: [Cl:1][C:2]1[CH:7]=[CH:6][C:5]([CH2:8][CH:19]([C:41]([OH:42])=[O:16])[C:18]([OH:26])=[O:25])=[C:4]([I:9])[CH:3]=1. The catalyst class is: 13. (3) Reactant: [CH2:1]1[C:13]2[NH:12][C:11]3[C:6](=[CH:7][CH:8]=[CH:9][CH:10]=3)[C:5]=2[CH2:4][CH:3]([C:14]([OH:16])=[O:15])[CH2:2]1.[H-].[Na+].Br[CH2:20][C:21]([O:23][CH2:24][CH3:25])=[O:22].OP([O-])(O)=O.[K+]. Product: [CH2:24]([O:23][C:21]([CH2:20][N:12]1[C:13]2[CH2:1][CH2:2][CH:3]([C:14]([OH:16])=[O:15])[CH2:4][C:5]=2[C:6]2[C:11]1=[CH:10][CH:9]=[CH:8][CH:7]=2)=[O:22])[CH3:25]. The catalyst class is: 3. (4) Reactant: [F:1][C:2]1[CH:3]=[C:4]([CH:10]([O:13][Si](C)(C)C)[C:11]#N)[CH:5]=[CH:6][C:7]=1[S:8][CH3:9].C[Si](C)(C)[N-][Si](C)(C)C.[Li+].C(Br)[C:29]1[CH:34]=[CH:33][CH:32]=[CH:31][CH:30]=1.Cl. Product: [F:1][C:2]1[CH:3]=[C:4]([C:10](=[O:13])[CH2:11][C:29]2[CH:34]=[CH:33][CH:32]=[CH:31][CH:30]=2)[CH:5]=[CH:6][C:7]=1[S:8][CH3:9]. The catalyst class is: 54. (5) Product: [Cl:1][C:2]1[CH:23]=[CH:22][C:21]([C:35]2[C:34]([F:33])=[CH:39][CH:38]=[CH:37][N:36]=2)=[CH:20][C:3]=1[C:4]([NH:6][C:7]1[N:11]([C:12]2[CH:13]=[CH:14][CH:15]=[CH:16][CH:17]=2)[N:10]=[C:9]([C:18]#[N:19])[CH:8]=1)=[O:5]. The catalyst class is: 75. Reactant: [Cl:1][C:2]1[CH:23]=[CH:22][C:21](B2OC(C)(C)C(C)(C)O2)=[CH:20][C:3]=1[C:4]([NH:6][C:7]1[N:11]([C:12]2[CH:17]=[CH:16][CH:15]=[CH:14][CH:13]=2)[N:10]=[C:9]([C:18]#[N:19])[CH:8]=1)=[O:5].[F:33][C:34]1[C:35](I)=[N:36][CH:37]=[CH:38][CH:39]=1.C([O-])([O-])=O.[K+].[K+].O. (6) Reactant: [F:1][C:2]([F:18])([F:17])[C:3]1[NH:4][C:5]([C:14]([OH:16])=O)=[C:6]([C:8]2[CH:13]=[CH:12][CH:11]=[CH:10][CH:9]=2)[N:7]=1.Cl.C[N:21]([CH3:30])CCCN=C=NCC.[OH2:31].O[N:33]1[C:37]2[CH:38]=[CH:39][CH:40]=[CH:41][C:36]=2N=N1.[CH2:42]([N:44](CC)[CH2:45][CH3:46])[CH3:43]. Product: [F:17][C:2]([F:1])([F:18])[C:3]1[NH:4][C:5]([C:14]([N:44]2[CH2:45][CH2:46][N:33]([C:37]3[CH:36]=[C:41]([CH:40]=[CH:39][CH:38]=3)[C:30]([NH2:21])=[O:31])[CH2:43][CH2:42]2)=[O:16])=[C:6]([C:8]2[CH:9]=[CH:10][CH:11]=[CH:12][CH:13]=2)[N:7]=1. The catalyst class is: 4.